From a dataset of NCI-60 drug combinations with 297,098 pairs across 59 cell lines. Regression. Given two drug SMILES strings and cell line genomic features, predict the synergy score measuring deviation from expected non-interaction effect. (1) Drug 1: CCC1(CC2CC(C3=C(CCN(C2)C1)C4=CC=CC=C4N3)(C5=C(C=C6C(=C5)C78CCN9C7C(C=CC9)(C(C(C8N6C)(C(=O)OC)O)OC(=O)C)CC)OC)C(=O)OC)O.OS(=O)(=O)O. Drug 2: CC(C)CN1C=NC2=C1C3=CC=CC=C3N=C2N. Cell line: HT29. Synergy scores: CSS=-1.69, Synergy_ZIP=-0.0831, Synergy_Bliss=-4.35, Synergy_Loewe=-4.28, Synergy_HSA=-6.10. (2) Drug 1: C1CCN(CC1)CCOC2=CC=C(C=C2)C(=O)C3=C(SC4=C3C=CC(=C4)O)C5=CC=C(C=C5)O. Drug 2: CC(CN1CC(=O)NC(=O)C1)N2CC(=O)NC(=O)C2. Cell line: OVCAR-8. Synergy scores: CSS=17.6, Synergy_ZIP=-6.02, Synergy_Bliss=-0.467, Synergy_Loewe=0.663, Synergy_HSA=0.417. (3) Cell line: SN12C. Drug 2: CN(CCCl)CCCl.Cl. Synergy scores: CSS=22.3, Synergy_ZIP=-7.06, Synergy_Bliss=-5.12, Synergy_Loewe=-3.18, Synergy_HSA=-1.39. Drug 1: C1=C(C(=O)NC(=O)N1)F. (4) Drug 1: CC1C(C(CC(O1)OC2CC(CC3=C2C(=C4C(=C3O)C(=O)C5=C(C4=O)C(=CC=C5)OC)O)(C(=O)C)O)N)O.Cl. Drug 2: C1CN(P(=O)(OC1)NCCCl)CCCl. Cell line: MALME-3M. Synergy scores: CSS=17.7, Synergy_ZIP=-6.01, Synergy_Bliss=-5.47, Synergy_Loewe=-32.4, Synergy_HSA=-7.46. (5) Drug 1: C1=CC(=CC=C1CCCC(=O)O)N(CCCl)CCCl. Drug 2: CC1=C(C(=CC=C1)Cl)NC(=O)C2=CN=C(S2)NC3=CC(=NC(=N3)C)N4CCN(CC4)CCO. Cell line: MDA-MB-231. Synergy scores: CSS=31.9, Synergy_ZIP=-4.43, Synergy_Bliss=2.39, Synergy_Loewe=-3.04, Synergy_HSA=4.69. (6) Drug 1: CC12CCC(CC1=CCC3C2CCC4(C3CC=C4C5=CN=CC=C5)C)O. Drug 2: CC1=CC=C(C=C1)C2=CC(=NN2C3=CC=C(C=C3)S(=O)(=O)N)C(F)(F)F. Cell line: SN12C. Synergy scores: CSS=8.53, Synergy_ZIP=-0.806, Synergy_Bliss=2.82, Synergy_Loewe=3.09, Synergy_HSA=3.09. (7) Drug 1: C1C(C(OC1N2C=C(C(=O)NC2=O)F)CO)O. Drug 2: C1=NC(=NC(=O)N1C2C(C(C(O2)CO)O)O)N. Cell line: NCI-H226. Synergy scores: CSS=22.1, Synergy_ZIP=-4.06, Synergy_Bliss=-2.00, Synergy_Loewe=-3.09, Synergy_HSA=-3.03.